This data is from Forward reaction prediction with 1.9M reactions from USPTO patents (1976-2016). The task is: Predict the product of the given reaction. (1) Given the reactants CS([O:5][C:6]1[C:15](=[O:16])[N:14]2[C:9]([C:10]3([CH2:20][CH2:19][CH2:18][CH2:17]3)[O:11][CH2:12][CH2:13]2)=[N:8][C:7]=1[C:21]([O:23][CH2:24][CH3:25])=[O:22])(=O)=O.CC[O-].[Na+].CCO, predict the reaction product. The product is: [OH:5][C:6]1[C:15](=[O:16])[N:14]2[C:9]([C:10]3([CH2:20][CH2:19][CH2:18][CH2:17]3)[O:11][CH2:12][CH2:13]2)=[N:8][C:7]=1[C:21]([O:23][CH2:24][CH3:25])=[O:22]. (2) Given the reactants COC1C=CC(C[N:10]2[C:18]3[CH:17]=[CH:16][CH:15]=[C:14]([N:19]([CH3:30])[C:20]4[CH:25]=[CH:24][N:23]=[C:22](S(C)(=O)=O)[N:21]=4)[C:13]=3[C:12]([CH3:31])=[N:11]2)=CC=1.Cl.[CH3:33][S:34]([C:37]1[CH:38]=[C:39]([CH:41]=[CH:42][CH:43]=1)[NH2:40])(=[O:36])=[O:35], predict the reaction product. The product is: [CH3:30][N:19]([C:14]1[CH:15]=[CH:16][CH:17]=[C:18]2[C:13]=1[C:12]([CH3:31])=[N:11][NH:10]2)[C:20]1[CH:25]=[CH:24][N:23]=[C:22]([NH:40][C:39]2[CH:41]=[CH:42][CH:43]=[C:37]([S:34]([CH3:33])(=[O:36])=[O:35])[CH:38]=2)[N:21]=1.